The task is: Predict the reactants needed to synthesize the given product.. This data is from Full USPTO retrosynthesis dataset with 1.9M reactions from patents (1976-2016). (1) Given the product [F:13][C:10]1[CH:9]=[C:8]2[C:7](=[CH:12][CH:11]=1)[NH:6][C:4](=[O:5])[CH2:3][CH2:2]2, predict the reactants needed to synthesize it. The reactants are: Cl[CH2:2][CH2:3][C:4]([NH:6][C:7]1[CH:12]=[CH:11][C:10]([F:13])=[CH:9][CH:8]=1)=[O:5].[Al+3].[Cl-].[Cl-].[Cl-].Cl. (2) Given the product [CH:35]1[C:36]2[CH:37]([CH2:39][O:40][C:41]([N:43]([CH3:50])[C:44]([CH3:45])([C:46]([NH:20][C@H:19]([C:18]([N:17]([C@@H:12]([C@@H:13]([CH3:16])[CH2:14][CH3:15])[C@H:3]([O:2][CH3:1])[CH2:4][C:5]([O:7][C:8]([CH3:11])([CH3:9])[CH3:10])=[O:6])[CH3:25])=[O:24])[CH:21]([CH3:23])[CH3:22])=[O:47])[CH3:49])=[O:42])[C:38]3[C:30](=[CH:29][CH:28]=[CH:27][CH:26]=3)[C:31]=2[CH:32]=[CH:33][CH:34]=1, predict the reactants needed to synthesize it. The reactants are: [CH3:1][O:2][C@@H:3]([C@@H:12]([N:17]([CH3:25])[C:18](=[O:24])[C@H:19]([CH:21]([CH3:23])[CH3:22])[NH2:20])[C@@H:13]([CH3:16])[CH2:14][CH3:15])[CH2:4][C:5]([O:7][C:8]([CH3:11])([CH3:10])[CH3:9])=[O:6].[CH:26]1[C:38]2[CH:37]([CH2:39][O:40][C:41]([N:43]([CH3:50])[C:44]([CH3:49])([C:46](O)=[O:47])[CH3:45])=[O:42])[C:36]3[C:31](=[CH:32][CH:33]=[CH:34][CH:35]=3)[C:30]=2[CH:29]=[CH:28][CH:27]=1.CN(C(ON1N=NC2C=CC=NC1=2)=[N+](C)C)C.F[P-](F)(F)(F)(F)F.CCN(C(C)C)C(C)C. (3) Given the product [Cl:1][C:2]1[C:6]([NH:7][C:14](=[O:16])[CH3:15])=[CH:5][N:4]([C:8]2[CH:9]=[N:10][CH:11]=[CH:12][CH:13]=2)[N:3]=1, predict the reactants needed to synthesize it. The reactants are: [Cl:1][C:2]1[C:6]([NH2:7])=[CH:5][N:4]([C:8]2[CH:9]=[N:10][CH:11]=[CH:12][CH:13]=2)[N:3]=1.[C:14](Cl)(=[O:16])[CH3:15].C(OC(=O)C)(=O)C.